Dataset: Forward reaction prediction with 1.9M reactions from USPTO patents (1976-2016). Task: Predict the product of the given reaction. (1) Given the reactants [H-].[Na+].CN1C(=O)CCC1.[I:10][C:11]1[CH:15]=[CH:14][NH:13][N:12]=1.Cl[C:17]1[CH:22]=[N:21][N:20]([CH3:23])[C:19](=[O:24])[CH:18]=1, predict the reaction product. The product is: [I:10][C:11]1[CH:15]=[CH:14][N:13]([C:17]2[CH:22]=[N:21][N:20]([CH3:23])[C:19](=[O:24])[CH:18]=2)[N:12]=1. (2) Given the reactants [C:1](Cl)(=[O:4])[CH2:2][CH3:3].[CH2:6]([N:13]1[CH2:18][CH2:17][CH:16]([NH:19][C:20]2[CH:25]=[CH:24][CH:23]=[CH:22][CH:21]=2)[CH2:15][CH2:14]1)[C:7]1[CH:12]=[CH:11][CH:10]=[CH:9][CH:8]=1.C(N(CC)CC)C, predict the reaction product. The product is: [CH2:6]([N:13]1[CH2:14][CH2:15][CH:16]([N:19]([C:20]2[CH:25]=[CH:24][CH:23]=[CH:22][CH:21]=2)[C:1](=[O:4])[CH2:2][CH3:3])[CH2:17][CH2:18]1)[C:7]1[CH:8]=[CH:9][CH:10]=[CH:11][CH:12]=1. (3) Given the reactants C([N:8]1[CH2:13][CH2:12][CH:11]([NH:14][C:15]2[S:16][C:17]([C:20]([F:23])([F:22])[F:21])=[N:18][N:19]=2)[CH2:10][CH2:9]1)C1C=CC=CC=1.C(N(C(C)C)CC)(C)C.ClC(OC(Cl)C)=O, predict the reaction product. The product is: [NH:8]1[CH2:13][CH2:12][CH:11]([NH:14][C:15]2[S:16][C:17]([C:20]([F:23])([F:21])[F:22])=[N:18][N:19]=2)[CH2:10][CH2:9]1. (4) Given the reactants [OH:1][C:2]1[CH:7]=[CH:6][C:5]([C:8]2[CH:13]=[CH:12][C:11]([O:14][CH3:15])=[CH:10][CH:9]=2)=[CH:4][CH:3]=1.C[O:17][C:18](=[O:27])[C:19]1[CH:24]=[CH:23][CH:22]=[C:21]([CH2:25]Br)[CH:20]=1, predict the reaction product. The product is: [CH3:15][O:14][C:11]1[CH:12]=[CH:13][C:8]([C:5]2[CH:4]=[CH:3][C:2]([O:1][CH2:25][C:21]3[CH:20]=[C:19]([CH:24]=[CH:23][CH:22]=3)[C:18]([OH:27])=[O:17])=[CH:7][CH:6]=2)=[CH:9][CH:10]=1.